From a dataset of Catalyst prediction with 721,799 reactions and 888 catalyst types from USPTO. Predict which catalyst facilitates the given reaction. (1) Reactant: C1(O[C:8]#[N:9])C=CC=CC=1.[Cl:10][C:11]1[CH:16]=[CH:15][CH:14]=[CH:13][C:12]=1[C:17]1[CH:26]=[N:25][CH:24]=[C:23]([NH:27][C:28]2[CH:33]=[CH:32][C:31]([I:34])=[CH:30][C:29]=2[F:35])[C:18]=1[C:19]([NH:21][NH2:22])=[O:20]. Product: [NH2:9][C:8]1[O:20][C:19]([C:18]2[C:17]([C:12]3[CH:13]=[CH:14][CH:15]=[CH:16][C:11]=3[Cl:10])=[CH:26][N:25]=[CH:24][C:23]=2[NH:27][C:28]2[CH:33]=[CH:32][C:31]([I:34])=[CH:30][C:29]=2[F:35])=[N:21][N:22]=1. The catalyst class is: 16. (2) Reactant: Br[C:2]1[CH:7]=[CH:6][CH:5]=[C:4]([Sn:8]([CH2:17][CH2:18][CH2:19][CH3:20])([CH2:13][CH2:14][CH2:15][CH3:16])[CH2:9][CH2:10][CH2:11][CH3:12])[N:3]=1.CCN(CC)CC.[CH3:28][N:29]1[CH2:34][CH2:33][NH:32][CH2:31][CH2:30]1. Product: [CH3:28][N:29]1[CH2:34][CH2:33][N:32]([C:2]2[CH:7]=[CH:6][CH:5]=[C:4]([Sn:8]([CH2:17][CH2:18][CH2:19][CH3:20])([CH2:13][CH2:14][CH2:15][CH3:16])[CH2:9][CH2:10][CH2:11][CH3:12])[N:3]=2)[CH2:31][CH2:30]1. The catalyst class is: 6.